Task: Predict the reaction yield, written as a fraction of the theoretical maximum amount of product (1.0 means a 100% yield; for example, 0.34 means a 34% yield).. Dataset: Reaction yield outcomes from USPTO patents with 853,638 reactions (1) The reactants are O[CH2:2][C:3]1[CH:19]=[CH:18][C:6]([O:7][C:8]2[CH:15]=[CH:14][CH:13]=[C:10]([C:11]#[N:12])[C:9]=2[C:16]#[N:17])=[CH:5][CH:4]=1.C(N(CC)CC)C.[CH3:27][S:28](Cl)(=[O:30])=[O:29]. The catalyst is C(Cl)Cl. The product is [CH3:27][S:28]([CH2:2][C:3]1[CH:19]=[CH:18][C:6]([O:7][C:8]2[CH:15]=[CH:14][CH:13]=[C:10]([C:11]#[N:12])[C:9]=2[C:16]#[N:17])=[CH:5][CH:4]=1)(=[O:30])=[O:29]. The yield is 0.930. (2) The reactants are [OH:1][C:2]1[CH:3]=[C:4]2[C:9](=[CH:10][CH:11]=1)[N:8]=[C:7]([C:12]1[CH:13]=[N:14][CH:15]=[CH:16][CH:17]=1)[N:6]=[C:5]2[NH:18][C:19]1[CH:27]=[CH:26][CH:25]=[CH:24][C:20]=1[C:21]([NH2:23])=[O:22].Br[CH2:29][CH2:30][Cl:31].C(=O)([O-])[O-].[K+].[K+].O. The catalyst is CN(C=O)C. The product is [Cl:31][CH2:30][CH2:29][O:1][C:2]1[CH:3]=[C:4]2[C:9](=[CH:10][CH:11]=1)[N:8]=[C:7]([C:12]1[CH:13]=[N:14][CH:15]=[CH:16][CH:17]=1)[N:6]=[C:5]2[NH:18][C:19]1[CH:27]=[CH:26][CH:25]=[CH:24][C:20]=1[C:21]([NH2:23])=[O:22]. The yield is 0.790. (3) The reactants are Cl[C:2]1[C:3](=[O:12])[N:4]([CH2:9][O:10][CH3:11])[N:5]=[CH:6][C:7]=1[Cl:8].[CH3:13][O-:14].[Na+]. The catalyst is O1CCOCC1. The product is [Cl:8][C:7]1[CH:6]=[N:5][N:4]([CH2:9][O:10][CH3:11])[C:3](=[O:12])[C:2]=1[O:14][CH3:13]. The yield is 0.930. (4) The reactants are [N+:1]([CH2:4][CH3:5])([O-])=[O:2].C1(N=C=O)C=CC=CC=1.[C:15]([Sn:17]([CH2:26][CH2:27][CH2:28][CH3:29])([CH2:22][CH2:23][CH2:24][CH3:25])[CH2:18][CH2:19][CH2:20][CH3:21])#[CH:16].CCN(CC)CC. The catalyst is C1C=CC=CC=1. The product is [CH3:5][C:4]1[CH:16]=[C:15]([Sn:17]([CH2:22][CH2:23][CH2:24][CH3:25])([CH2:18][CH2:19][CH2:20][CH3:21])[CH2:26][CH2:27][CH2:28][CH3:29])[O:2][N:1]=1. The yield is 0.850.